Dataset: Forward reaction prediction with 1.9M reactions from USPTO patents (1976-2016). Task: Predict the product of the given reaction. Given the reactants [Br:1][C:2]1[CH:3]=[C:4]2[C:8](=[CH:9][CH:10]=1)[NH:7][CH:6]=[C:5]2[C:11]([OH:13])=O.C(N=C=[N:18][CH2:19][CH2:20][CH2:21][N:22]([CH3:24])C)C.[C:25]([O:28][CH2:29]C)(=[O:27])C, predict the reaction product. The product is: [Br:1][C:2]1[CH:10]=[C:9]2[C:24](=[CH:4][CH:3]=1)[NH:22][CH:21]=[C:20]2[CH:19]([NH:18][C:11]([C:5]1[C:4]2[C:8](=[CH:9][CH:10]=[C:2]([Br:1])[CH:3]=2)[NH:7][CH:6]=1)=[O:13])[C:25]([O:28][CH3:29])=[O:27].